Task: Predict the product of the given reaction.. Dataset: Forward reaction prediction with 1.9M reactions from USPTO patents (1976-2016) (1) Given the reactants [C:1]1([CH2:7][C:8]([NH:10][C@H:11]([C:13]([OH:15])=O)[CH3:12])=[O:9])[CH:6]=[CH:5][CH:4]=[CH:3][CH:2]=1.Cl.[CH3:17][O:18][C:19](=[O:26])[C@H:20]([C@H:22]([CH2:24][CH3:25])[CH3:23])[NH2:21], predict the reaction product. The product is: [CH3:17][O:18][C:19](=[O:26])[C@H:20]([C@H:22]([CH2:24][CH3:25])[CH3:23])[NH:21][C:13](=[O:15])[C@H:11]([CH3:12])[NH:10][C:8](=[O:9])[CH2:7][C:1]1[CH:2]=[CH:3][CH:4]=[CH:5][CH:6]=1. (2) Given the reactants FC1C=C(C[C@H](N[C:25](=[O:40])[CH2:26][N:27]2[C:35]3[CH2:34][CH2:33][CH2:32][CH2:31][C:30]=3[C:29]([C:36]([F:39])([F:38])[F:37])=[N:28]2)C2N(C3C=CC(OC)=CC=3)C=CN=2)C=C(F)C=1.Cl.[Cl:42][C:43]1[CH:48]=[CH:47][C:46]([C:49]2[O:53][CH:52]=[N:51][C:50]=2[CH:54]([NH2:64])[CH2:55][C:56]2[CH:61]=[C:60]([F:62])[CH:59]=[C:58]([F:63])[CH:57]=2)=[CH:45][CH:44]=1.FC(F)(F)C1C2CCCCC=2N(CC(O)=O)N=1, predict the reaction product. The product is: [Cl:42][C:43]1[CH:48]=[CH:47][C:46]([C:49]2[O:53][CH:52]=[N:51][C:50]=2[CH:54]([NH:64][C:25](=[O:40])[CH2:26][N:27]2[C:35]3[CH2:34][CH2:33][CH2:32][CH2:31][C:30]=3[C:29]([C:36]([F:38])([F:37])[F:39])=[N:28]2)[CH2:55][C:56]2[CH:61]=[C:60]([F:62])[CH:59]=[C:58]([F:63])[CH:57]=2)=[CH:45][CH:44]=1.